This data is from Forward reaction prediction with 1.9M reactions from USPTO patents (1976-2016). The task is: Predict the product of the given reaction. (1) Given the reactants [Cl:1][C:2]1[CH:3]=[C:4]([CH:6]=[CH:7][CH:8]=1)[NH2:5].CO[CH2:11][CH2:12][C:13](OC)(OC)[CH3:14], predict the reaction product. The product is: [Cl:1][C:2]1[CH:3]=[C:4]2[C:6]([C:13]([CH3:14])=[CH:12][CH:11]=[N:5]2)=[CH:7][CH:8]=1. (2) Given the reactants C([Li])CCC.[C:6]([C:8]1[C:17]2[C:12](=[CH:13][CH:14]=[CH:15][CH:16]=2)[CH:11]=[CH:10][CH:9]=1)#[CH:7].CC(C)([O-])C.[K+].Br[CH2:25][CH2:26][CH2:27][CH2:28][CH2:29][CH3:30], predict the reaction product. The product is: [C:6]([C:8]1[C:17]2[C:12](=[CH:13][CH:14]=[CH:15][CH:16]=2)[CH:11]=[CH:10][C:9]=1[CH2:25][CH2:26][CH2:27][CH2:28][CH2:29][CH3:30])#[CH:7].